From a dataset of Forward reaction prediction with 1.9M reactions from USPTO patents (1976-2016). Predict the product of the given reaction. (1) Given the reactants C([O:5][C:6](=[O:18])[CH2:7][O:8][C:9]1[CH:14]=[CH:13][C:12]([Cl:15])=[CH:11][C:10]=1[C:16]#[CH:17])(C)(C)C.Br[C:20]1[CH:21]=[N:22][CH:23]=[C:24]([S:26]([N:29]2[CH2:32][C:31]([F:34])([F:33])[CH2:30]2)(=[O:28])=[O:27])[CH:25]=1, predict the reaction product. The product is: [Cl:15][C:12]1[CH:13]=[CH:14][C:9]([O:8][CH2:7][C:6]([OH:5])=[O:18])=[C:10]([C:16]#[C:17][C:20]2[CH:21]=[N:22][CH:23]=[C:24]([S:26]([N:29]3[CH2:32][C:31]([F:34])([F:33])[CH2:30]3)(=[O:28])=[O:27])[CH:25]=2)[CH:11]=1. (2) Given the reactants [CH:1]1([C:4]2[CH:5]=[CH:6][C:7]([C:15]([OH:17])=O)=[N:8][C:9]=2[O:10][CH2:11][CH:12]2[CH2:14][CH2:13]2)[CH2:3][CH2:2]1.Cl.[NH2:19][C:20]1([CH2:36][C:37]([NH2:39])=[O:38])[CH2:25][CH2:24][N:23]([C:26]([O:28][CH2:29][C:30]2[CH:35]=[CH:34][CH:33]=[CH:32][CH:31]=2)=[O:27])[CH2:22][CH2:21]1.F[B-](F)(F)F.BrC1C=CC=C[N+]=1CC.CCN(C(C)C)C(C)C.Cl, predict the reaction product. The product is: [NH2:39][C:37](=[O:38])[CH2:36][C:20]1([NH:19][C:15]([C:7]2[CH:6]=[CH:5][C:4]([CH:1]3[CH2:2][CH2:3]3)=[C:9]([O:10][CH2:11][CH:12]3[CH2:13][CH2:14]3)[N:8]=2)=[O:17])[CH2:21][CH2:22][N:23]([C:26]([O:28][CH2:29][C:30]2[CH:35]=[CH:34][CH:33]=[CH:32][CH:31]=2)=[O:27])[CH2:24][CH2:25]1. (3) Given the reactants [C:1]([C:4]1[C:12]2[C:7](=[CH:8][CH:9]=[CH:10][CH:11]=2)[N:6]([CH2:13][C:14]([O:16]C(C)(C)C)=[O:15])[CH:5]=1)(=[O:3])[CH3:2], predict the reaction product. The product is: [C:1]([C:4]1[C:12]2[C:7](=[CH:8][CH:9]=[CH:10][CH:11]=2)[N:6]([CH2:13][C:14]([OH:16])=[O:15])[CH:5]=1)(=[O:3])[CH3:2]. (4) The product is: [NH2:44][C:41]1[N:42]=[CH:43][C:38]([C:2]2[N:3]=[C:4]([N:24]3[CH2:29][CH2:28][O:27][CH2:26][CH2:25]3)[C:5]3[S:10][C:9]([CH2:11][N:12]4[CH2:17][CH2:16][N:15]([C:18](=[O:22])[C@@H:19]([OH:21])[CH3:20])[CH2:14][CH2:13]4)=[C:8]([CH3:23])[C:6]=3[N:7]=2)=[CH:39][CH:40]=1. Given the reactants Cl[C:2]1[N:3]=[C:4]([N:24]2[CH2:29][CH2:28][O:27][CH2:26][CH2:25]2)[C:5]2[S:10][C:9]([CH2:11][N:12]3[CH2:17][CH2:16][N:15]([C:18](=[O:22])[C@@H:19]([OH:21])[CH3:20])[CH2:14][CH2:13]3)=[C:8]([CH3:23])[C:6]=2[N:7]=1.CC1(C)C(C)(C)OB([C:38]2[CH:39]=[CH:40][C:41]([NH2:44])=[N:42][CH:43]=2)O1, predict the reaction product. (5) The product is: [N:27]([C@H:10]1[CH2:11][C@@H:7]([C:1]2[CH:6]=[CH:5][CH:4]=[CH:3][CH:2]=2)[CH:8]=[CH:9]1)=[N+:28]=[N-:29]. Given the reactants [C:1]1([C@@H:7]2[CH2:11][C@@H:10](O)[CH:9]=[CH:8]2)[CH:6]=[CH:5][CH:4]=[CH:3][CH:2]=1.C1(P([N:27]=[N+:28]=[N-:29])(C2C=CC=CC=2)=O)C=CC=CC=1.C1CCN2C(=NCCC2)CC1, predict the reaction product. (6) Given the reactants C1C=C(Cl)C=C(C(OO)=O)C=1.[CH2:12]([O:19][C:20]1[CH:21]=[CH:22][C:23]2[C:24]3[N:32]([CH2:33][CH:34]4[CH2:39][CH2:38][O:37][CH2:36][CH2:35]4)[C:31]([CH2:40][CH3:41])=[N:30][C:25]=3[CH:26]=[N:27][C:28]=2[CH:29]=1)[C:13]1[CH:18]=[CH:17][CH:16]=[CH:15][CH:14]=1.[OH-].[NH4+:43].C1(C)C=CC(S(Cl)(=O)=O)=CC=1, predict the reaction product. The product is: [CH2:12]([O:19][C:20]1[CH:21]=[CH:22][C:23]2[C:24]3[N:32]([CH2:33][CH:34]4[CH2:39][CH2:38][O:37][CH2:36][CH2:35]4)[C:31]([CH2:40][CH3:41])=[N:30][C:25]=3[C:26]([NH2:43])=[N:27][C:28]=2[CH:29]=1)[C:13]1[CH:14]=[CH:15][CH:16]=[CH:17][CH:18]=1.